Predict the product of the given reaction. From a dataset of Forward reaction prediction with 1.9M reactions from USPTO patents (1976-2016). Given the reactants [CH3:1][C:2]1([C:12]([OH:14])=[O:13])[C:4]2([CH2:9][CH2:8][CH2:7][C:6]([CH3:11])([CH3:10])[CH2:5]2)[CH2:3]1.[C:15]([O:19][CH2:20][CH3:21])(=[O:18])[CH2:16]O.C1(N=C=NC2CCCCC2)CCCCC1, predict the reaction product. The product is: [CH2:20]([O:19][C:15]([CH2:16][O:13][C:12]([C:2]1([CH3:1])[C:4]2([CH2:9][CH2:8][CH2:7][C:6]([CH3:10])([CH3:11])[CH2:5]2)[CH2:3]1)=[O:14])=[O:18])[CH3:21].